Dataset: Reaction yield outcomes from USPTO patents with 853,638 reactions. Task: Predict the reaction yield, written as a fraction of the theoretical maximum amount of product (1.0 means a 100% yield; for example, 0.34 means a 34% yield). The reactants are O1CCCCC1[N:7]1[C:15]2[C:10](=[CH:11][C:12]([C:16]3[N:20]=[CH:19][N:18](C(C4C=CC=CC=4)(C4C=CC=CC=4)C4C=CC=CC=4)[N:17]=3)=[CH:13][CH:14]=2)[C:9]([C:40]2[CH:41]=[C:42]([C:46]([NH:48][CH2:49][C:50]3[CH:51]=[N:52][CH:53]=[CH:54][CH:55]=3)=[O:47])[CH:43]=[CH:44][CH:45]=2)=[N:8]1.Cl.C(=O)(O)[O-].[Na+]. The catalyst is O1CCOCC1. The product is [NH:17]1[C:16]([C:12]2[CH:11]=[C:10]3[C:15](=[CH:14][CH:13]=2)[NH:7][N:8]=[C:9]3[C:40]2[CH:41]=[C:42]([C:46]([NH:48][CH2:49][C:50]3[CH:51]=[N:52][CH:53]=[CH:54][CH:55]=3)=[O:47])[CH:43]=[CH:44][CH:45]=2)=[N:20][CH:19]=[N:18]1. The yield is 0.170.